Dataset: Full USPTO retrosynthesis dataset with 1.9M reactions from patents (1976-2016). Task: Predict the reactants needed to synthesize the given product. (1) The reactants are: C[O-].[Na+].C[C@@H]1O[C@@H](OC[C@H]2O[C@@H]([O:19][C:20]3[C:29](=[O:30])[C:28]4[C:27]([OH:31])=[CH:26][C:25]([OH:32])=[CH:24][C:23]=4[O:22][C:21]=3[C:33]3[CH:34]=[CH:35][C:36]([OH:39])=[CH:37][CH:38]=3)[C@H](O[C@@H]3O[C@H](CO)[C@H](O)[C@H](O)[C@H]3O)[C@@H](O)[C@@H]2O)[C@H](O)[C@H](O)[C@H]1O.C[C@@H]1O[C@@H](OC[C@H]2O[C@@H](OC3C(=O)C4C(O)=CC(O)=CC=4OC=3C3C=CC(O)=CC=3)[C@H](O[C@@H]3OC[C@@H](O)[C@H](O)[C@H]3O)[C@@H](O)[C@@H]2O)[C@H](O)[C@H](O)[C@H]1O. Given the product [CH:34]1[C:33]([C:21]2[O:22][C:23]3[CH:24]=[C:25]([OH:32])[CH:26]=[C:27]([OH:31])[C:28]=3[C:29](=[O:30])[C:20]=2[OH:19])=[CH:38][CH:37]=[C:36]([OH:39])[CH:35]=1, predict the reactants needed to synthesize it. (2) Given the product [CH3:24][O:23][C:13]1[CH:14]=[C:15]2[C:10](=[CH:11][CH:12]=1)[C:9](=[O:25])[N:8]([CH3:26])[C:7]([CH2:6][O:2][CH3:1])=[C:16]2[C:17]1[CH:22]=[CH:21][CH:20]=[CH:19][CH:18]=1, predict the reactants needed to synthesize it. The reactants are: [CH3:1][OH:2].[H-].[Na+].Br[CH2:6][C:7]1[N:8]([CH3:26])[C:9](=[O:25])[C:10]2[C:15]([C:16]=1[C:17]1[CH:22]=[CH:21][CH:20]=[CH:19][CH:18]=1)=[CH:14][C:13]([O:23][CH3:24])=[CH:12][CH:11]=2. (3) Given the product [ClH:64].[NH2:8][CH2:9][C@H:10]1[CH2:15][CH2:14][C@H:13]([C:16]([NH:18][C@H:19]([C:50]([NH:52][C:53]2[CH:54]=[CH:55][C:56]([C:59]3[NH:60][C:61]([Cl:64])=[N:62][N:63]=3)=[CH:57][CH:58]=2)=[O:51])[CH2:20][C:21]2[CH:22]=[CH:23][C:24]([C:27]3[CH:32]=[CH:31][C:30]([C:33]([NH:35][CH:36]4[CH2:37][CH2:38][NH:39][CH2:40][CH2:41]4)=[O:34])=[CH:29][C:28]=3[CH3:49])=[CH:25][CH:26]=2)=[O:17])[CH2:12][CH2:11]1, predict the reactants needed to synthesize it. The reactants are: C(OC([NH:8][CH2:9][C@H:10]1[CH2:15][CH2:14][C@H:13]([C:16]([NH:18][C@H:19]([C:50]([NH:52][C:53]2[CH:58]=[CH:57][C:56]([C:59]3[NH:60][C:61]([Cl:64])=[N:62][N:63]=3)=[CH:55][CH:54]=2)=[O:51])[CH2:20][C:21]2[CH:26]=[CH:25][C:24]([C:27]3[CH:32]=[CH:31][C:30]([C:33]([NH:35][CH:36]4[CH2:41][CH2:40][N:39](C(OC(C)(C)C)=O)[CH2:38][CH2:37]4)=[O:34])=[CH:29][C:28]=3[CH3:49])=[CH:23][CH:22]=2)=[O:17])[CH2:12][CH2:11]1)=O)(C)(C)C.Cl. (4) Given the product [C:46]([O:45][C@@H:39]([C:12]1[C:13]([CH3:38])=[N:14][C:15]2=[CH:19][C:18]3=[N:17][N:16]2[C:11]=1[N:8]1[CH2:7][CH2:6][C:5]([CH3:50])([O:4][CH2:1][CH:37]=[CH:36][CH2:35][C@@H:33]([CH3:34])[O:32][C:27]2[CH:28]=[CH:29][CH:30]=[CH:31][C:26]=2[CH2:25][C:22]2[S:21][C:20]3=[N:24][CH:23]=2)[CH2:10][CH2:9]1)[C:40]([O:42][CH2:43][CH3:44])=[O:41])([CH3:49])([CH3:47])[CH3:48], predict the reactants needed to synthesize it. The reactants are: [CH2:1]([O:4][C:5]1([CH3:50])[CH2:10][CH2:9][N:8]([C:11]2[N:16]3[N:17]=[C:18]([C:20]4[S:21][C:22]([CH2:25][C:26]5[CH:31]=[CH:30][CH:29]=[CH:28][C:27]=5[O:32][C@@H:33]([CH2:35][CH:36]=[CH2:37])[CH3:34])=[CH:23][N:24]=4)[CH:19]=[C:15]3[N:14]=[C:13]([CH3:38])[C:12]=2[C@H:39]([O:45][C:46]([CH3:49])([CH3:48])[CH3:47])[C:40]([O:42][CH2:43][CH3:44])=[O:41])[CH2:7][CH2:6]1)C=C. (5) Given the product [C:23]([C:20]1[CH:21]=[CH:22][C:17]([C:16]2[CH:2]=[C:1]([C:3]3[CH:4]=[C:5]([C:6]#[N:7])[CH:8]=[CH:9][C:10]=3[O:11][CH3:12])[O:14][N:15]=2)=[C:18]([O:25][CH3:26])[CH:19]=1)#[N:24], predict the reactants needed to synthesize it. The reactants are: [C:1]([C:3]1[CH:4]=[C:5]([CH:8]=[CH:9][C:10]=1[O:11][CH3:12])[C:6]#[N:7])#[CH:2].Cl[O:14][N:15]=[CH:16][C:17]1[CH:22]=[CH:21][C:20]([C:23]#[N:24])=[CH:19][C:18]=1[O:25][CH3:26]. (6) Given the product [NH2:21][C:19]1[N:18]=[CH:17][N:16]=[C:15]2[N:14]([CH2:22][C@H:23]3[CH2:27][CH2:26][CH2:25][N:24]3[C:34](=[O:35])[CH2:33][C:31]#[N:32])[N:13]=[C:12]([C:9]3[CH:10]=[CH:11][C:6]([O:5][C:4]4[CH:28]=[CH:29][CH:30]=[C:2]([F:1])[CH:3]=4)=[CH:7][CH:8]=3)[C:20]=12, predict the reactants needed to synthesize it. The reactants are: [F:1][C:2]1[CH:3]=[C:4]([CH:28]=[CH:29][CH:30]=1)[O:5][C:6]1[CH:11]=[CH:10][C:9]([C:12]2[C:20]3[C:15](=[N:16][CH:17]=[N:18][C:19]=3[NH2:21])[N:14]([CH2:22][C@H:23]3[CH2:27][CH2:26][CH2:25][NH:24]3)[N:13]=2)=[CH:8][CH:7]=1.[C:31]([CH2:33][C:34](O)=[O:35])#[N:32].CN(C(ON1N=NC2C=CC=NC1=2)=[N+](C)C)C.F[P-](F)(F)(F)(F)F.C(N(CC)CC)C.